This data is from Forward reaction prediction with 1.9M reactions from USPTO patents (1976-2016). The task is: Predict the product of the given reaction. Given the reactants CCO.C1(C)C(S([N:13]2[CH:17]=[CH:16][CH:15]=[C:14]2[C:18](=[O:32])[C:19]2[CH:24]=[CH:23][C:22]([NH:25]C(=O)C(F)(F)F)=[CH:21][CH:20]=2)(=O)=O)=CC=CC=1.[OH-].[K+], predict the reaction product. The product is: [NH2:25][C:22]1[CH:23]=[CH:24][C:19]([C:18]([C:14]2[NH:13][CH:17]=[CH:16][CH:15]=2)=[O:32])=[CH:20][CH:21]=1.